Task: Predict the reaction yield, written as a fraction of the theoretical maximum amount of product (1.0 means a 100% yield; for example, 0.34 means a 34% yield).. Dataset: Reaction yield outcomes from USPTO patents with 853,638 reactions The reactants are [CH3:1][S:2](Cl)(=[O:4])=[O:3].[NH2:6][C:7]1[CH:12]=[CH:11][C:10]([C:13]2[N:17]([CH3:18])[C:16]([C:19]#[N:20])=[CH:15][CH:14]=2)=[C:9]([C:21]#[N:22])[CH:8]=1.Cl. The catalyst is N1C=CC=CC=1. The product is [C:21]([C:9]1[CH:8]=[C:7]([NH:6][S:2]([CH3:1])(=[O:4])=[O:3])[CH:12]=[CH:11][C:10]=1[C:13]1[N:17]([CH3:18])[C:16]([C:19]#[N:20])=[CH:15][CH:14]=1)#[N:22]. The yield is 0.330.